Dataset: Full USPTO retrosynthesis dataset with 1.9M reactions from patents (1976-2016). Task: Predict the reactants needed to synthesize the given product. (1) Given the product [C:1]([O:5][C:6](=[O:22])[NH:7][C@H:8]1[CH2:11][C@H:10]([NH:12][C:13]2[N:32]=[CH:31][C:15]3[C:16](=[CH:18][CH:19]=[CH:20][CH:21]=3)[N:17]=2)[CH2:9]1)([CH3:4])([CH3:3])[CH3:2], predict the reactants needed to synthesize it. The reactants are: [C:1]([O:5][C:6](=[O:22])[NH:7][C@H:8]1[CH2:11][C@H:10]([NH:12][C:13]2S[C:15]3[CH:21]=[CH:20][CH:19]=[CH:18][C:16]=3[N:17]=2)[CH2:9]1)([CH3:4])([CH3:3])[CH3:2].FC(F)(F)C(O)=O.Cl[C:31]1C([N+]([O-])=O)=C(Cl)N=C[N:32]=1.C(=O)([O-])[O-].[K+].[K+]. (2) Given the product [F:19][C:18]([F:21])([F:20])[C:16]1[CH:15]=[CH:14][N:13]=[C:12]([C:2]2([C:9]#[N:10])[CH2:1][C:4]3([O:8][CH2:7][CH2:6][O:5]3)[CH2:3]2)[CH:17]=1, predict the reactants needed to synthesize it. The reactants are: [CH2:1]1[C:4]2([O:8][CH2:7][CH2:6][O:5]2)[CH2:3][CH:2]1[C:9]#[N:10].F[C:12]1[CH:17]=[C:16]([C:18]([F:21])([F:20])[F:19])[CH:15]=[CH:14][N:13]=1.C[Si](C)(C)[N-][Si](C)(C)C.[K+]. (3) Given the product [F:1][C:2]1[CH:33]=[CH:32][C:5]([CH2:6][C:7]2[CH:16]=[C:15]3[C:10]([C:11]([OH:31])=[C:12]([C:26]([NH:34][CH2:35][CH2:36][O:37][CH2:38][CH2:39][OH:40])=[O:27])[C:13](=[O:25])[N:14]3[CH2:17][CH2:18][N:19]3[CH2:23][CH2:22][CH2:21][C:20]3=[O:24])=[N:9][CH:8]=2)=[CH:4][CH:3]=1, predict the reactants needed to synthesize it. The reactants are: [F:1][C:2]1[CH:33]=[CH:32][C:5]([CH2:6][C:7]2[CH:16]=[C:15]3[C:10]([C:11]([OH:31])=[C:12]([C:26](OCC)=[O:27])[C:13](=[O:25])[N:14]3[CH2:17][CH2:18][N:19]3[CH2:23][CH2:22][CH2:21][C:20]3=[O:24])=[N:9][CH:8]=2)=[CH:4][CH:3]=1.[NH2:34][CH2:35][CH2:36][O:37][CH2:38][CH2:39][OH:40]. (4) Given the product [CH3:11][CH:10]1[CH2:9][C:8](=[O:12])[CH2:7][C:6](=[O:13])[CH2:5]1, predict the reactants needed to synthesize it. The reactants are: COC([C:5]1[CH:10]([CH3:11])[CH2:9][C:8](=[O:12])[CH2:7][C:6]=1[OH:13])=O.OS(O)(=O)=O. (5) Given the product [C:18]([N:9]1[C:10]2[CH:15]=[CH:14][N:13]=[C:12]([O:16][CH3:17])[C:11]=2[C:7]([NH:24][C:25]2[CH:26]=[C:27]([S:31]([NH2:34])(=[O:32])=[O:33])[CH:28]=[CH:29][CH:30]=2)=[N:8]1)([CH3:19])([CH3:20])[CH3:21], predict the reactants needed to synthesize it. The reactants are: FC(F)(F)S(O[C:7]1[C:11]2[C:12]([O:16][CH3:17])=[N:13][CH:14]=[CH:15][C:10]=2[N:9]([C:18]([CH3:21])([CH3:20])[CH3:19])[N:8]=1)(=O)=O.[NH2:24][C:25]1[CH:26]=[C:27]([S:31]([NH2:34])(=[O:33])=[O:32])[CH:28]=[CH:29][CH:30]=1.CC1(C)C2C=CC=C(P(C3C=CC=CC=3)C3C=CC=CC=3)C=2OC2C1=CC=CC=2P(C1C=CC=CC=1)C1C=CC=CC=1.C(=O)([O-])[O-].[Cs+].[Cs+].